The task is: Predict which catalyst facilitates the given reaction.. This data is from Catalyst prediction with 721,799 reactions and 888 catalyst types from USPTO. (1) Reactant: [Br:1][C:2]1[C:10]([O:11][C:12]2[CH:17]=[CH:16][C:15]([F:18])=[CH:14][C:13]=2[F:19])=[CH:9][C:5]([C:6]([NH2:8])=O)=[C:4]([NH:20][S:21]([CH2:24][CH3:25])(=[O:23])=[O:22])[CH:3]=1.O1CCOCC1.N1C=CC=CC=1.FC(F)(F)C(OC(=O)C(F)(F)F)=O. Product: [Br:1][C:2]1[C:10]([O:11][C:12]2[CH:17]=[CH:16][C:15]([F:18])=[CH:14][C:13]=2[F:19])=[CH:9][C:5]([C:6]#[N:8])=[C:4]([NH:20][S:21]([CH2:24][CH3:25])(=[O:23])=[O:22])[CH:3]=1. The catalyst class is: 6. (2) The catalyst class is: 78. Reactant: C([NH:8][C:9]1[CH:10]=[C:11]([CH:24]=[CH:25][C:26]=1[Cl:27])[CH2:12][C:13]([CH3:23])([CH2:21][CH3:22])[C:14]([O:16][C:17]([CH3:20])([CH3:19])[CH3:18])=[O:15])C1C=CC=CC=1. Product: [NH2:8][C:9]1[CH:10]=[C:11]([CH:24]=[CH:25][C:26]=1[Cl:27])[CH2:12][C:13]([CH3:23])([CH2:21][CH3:22])[C:14]([O:16][C:17]([CH3:19])([CH3:20])[CH3:18])=[O:15]. (3) Reactant: [CH3:1][NH:2][C:3](=[O:53])[C:4]1[CH:9]=[CH:8][C:7]([CH2:10][CH2:11][O:12][C@:13]2([CH3:52])[C@@H:18]([O:19]CC3C=CC=CC=3)[C@@H:17]([O:27]CC3C=CC=CC=3)[C@H:16]([O:35]CC3C=CC=CC=3)[C@@H:15]([CH2:43][O:44]CC3C=CC=CC=3)[O:14]2)=[CH:6][CH:5]=1. Product: [CH3:1][NH:2][C:3](=[O:53])[C:4]1[CH:5]=[CH:6][C:7]([CH2:10][CH2:11][O:12][C@:13]2([CH3:52])[C@@H:18]([OH:19])[C@@H:17]([OH:27])[C@H:16]([OH:35])[C@@H:15]([CH2:43][OH:44])[O:14]2)=[CH:8][CH:9]=1. The catalyst class is: 19. (4) Reactant: C(Cl)(Cl)Cl.[O:5]1[C:10]2[CH:11]=[CH:12][C:13]([CH2:15][N:16]([CH:24]3[CH2:29][CH2:28][N:27]([CH2:30][CH2:31][N:32]4[C:41]5[C:36](=[C:37]([NH2:42])[CH:38]=[CH:39][CH:40]=5)[CH:35]=[CH:34][C:33]4=[O:43])[CH2:26][CH2:25]3)[C:17](=[O:23])[O:18][C:19]([CH3:22])([CH3:21])[CH3:20])=[CH:14][C:9]=2[O:8][CH2:7][CH2:6]1.[CH2:44]([N:46]=[C:47]=[O:48])[CH3:45]. Product: [O:5]1[C:10]2[CH:11]=[CH:12][C:13]([CH2:15][N:16]([CH:24]3[CH2:29][CH2:28][N:27]([CH2:30][CH2:31][N:32]4[C:41]5[C:36](=[C:37]([NH:42][C:47]([NH:46][CH2:44][CH3:45])=[O:48])[CH:38]=[CH:39][CH:40]=5)[CH:35]=[CH:34][C:33]4=[O:43])[CH2:26][CH2:25]3)[C:17](=[O:23])[O:18][C:19]([CH3:22])([CH3:21])[CH3:20])=[CH:14][C:9]=2[O:8][CH2:7][CH2:6]1. The catalyst class is: 66. (5) Reactant: [OH-].[Na+:2].[C:3]([C:5]1[CH:6]=[C:7]([C:15]2[O:19][N:18]=[C:17]([C:20]3[C:21]([CH3:37])=[C:22]4[C:27](=[CH:28][CH:29]=3)[CH2:26][N:25]([CH2:30][CH2:31][C:32]([O:34]CC)=[O:33])[CH2:24][CH2:23]4)[N:16]=2)[CH:8]=[CH:9][C:10]=1[O:11][CH:12]([CH3:14])[CH3:13])#[N:4]. Product: [Na+:2].[C:3]([C:5]1[CH:6]=[C:7]([C:15]2[O:19][N:18]=[C:17]([C:20]3[C:21]([CH3:37])=[C:22]4[C:27](=[CH:28][CH:29]=3)[CH2:26][N:25]([CH2:30][CH2:31][C:32]([O-:34])=[O:33])[CH2:24][CH2:23]4)[N:16]=2)[CH:8]=[CH:9][C:10]=1[O:11][CH:12]([CH3:14])[CH3:13])#[N:4]. The catalyst class is: 40. (6) Reactant: C(OC(=O)[NH:7][C:8]1[CH:13]=[C:12]([O:14][CH2:15][CH3:16])[C:11]([C:17]([F:20])([F:19])[F:18])=[CH:10][C:9]=1[NH:21][C:22](=[O:40])[CH2:23][C:24]([C:26]1[CH:31]=[CH:30][CH:29]=[C:28]([C:32]2[C:37]([CH3:38])=[CH:36][N:35]=[C:34]([CH3:39])[CH:33]=2)[CH:27]=1)=O)(C)(C)C.C(O)(C(F)(F)F)=O. Product: [CH3:39][C:34]1[CH:33]=[C:32]([C:28]2[CH:27]=[C:26]([C:24]3[CH2:23][C:22](=[O:40])[NH:21][C:9]4[CH:10]=[C:11]([C:17]([F:18])([F:19])[F:20])[C:12]([O:14][CH2:15][CH3:16])=[CH:13][C:8]=4[N:7]=3)[CH:31]=[CH:30][CH:29]=2)[C:37]([CH3:38])=[CH:36][N:35]=1. The catalyst class is: 2. (7) Reactant: [CH2:1]([O:3][C:4]([N:6]=[C:7]=[S:8])=[O:5])[CH3:2].[Cl:9][C:10]1[CH:15]=[C:14]([Cl:16])[N:13]=[C:12]([NH2:17])[CH:11]=1. Product: [Cl:9][C:10]1[CH:15]=[C:14]([Cl:16])[N:13]=[C:12]([NH:17][C:7]([NH:6][C:4](=[O:5])[O:3][CH2:1][CH3:2])=[S:8])[CH:11]=1. The catalyst class is: 12.